Dataset: Forward reaction prediction with 1.9M reactions from USPTO patents (1976-2016). Task: Predict the product of the given reaction. (1) Given the reactants [F:1][CH:2]([F:34])[C:3]1[C:11]2[C:6](=[CH:7][C:8]([F:12])=[CH:9][CH:10]=2)[N:5]([S:13]([C:16]2[CH:21]=[CH:20][C:19]([O:22][CH2:23][C:24]([F:27])([F:26])[F:25])=[C:18]([N:28]3[CH2:33][CH2:32][NH:31][CH2:30][CH2:29]3)[CH:17]=2)(=[O:15])=[O:14])[CH:4]=1.[C:35]([BH3-])#N.[Na+].C=O, predict the reaction product. The product is: [F:34][CH:2]([F:1])[C:3]1[C:11]2[C:6](=[CH:7][C:8]([F:12])=[CH:9][CH:10]=2)[N:5]([S:13]([C:16]2[CH:21]=[CH:20][C:19]([O:22][CH2:23][C:24]([F:27])([F:26])[F:25])=[C:18]([N:28]3[CH2:33][CH2:32][N:31]([CH3:35])[CH2:30][CH2:29]3)[CH:17]=2)(=[O:14])=[O:15])[CH:4]=1. (2) The product is: [Cl:29][C:28]1[C:23]([N:18]2[CH2:19][CH2:20][C:12]3[C:11]([NH:10][C:7]4[CH:8]=[CH:9][C:4]([O:3][CH:2]([F:1])[F:21])=[CH:5][CH:6]=4)=[N:16][CH:15]=[N:14][C:13]=3[CH2:17]2)=[N:24][CH:25]=[CH:26][CH:27]=1. Given the reactants [F:1][CH:2]([F:21])[O:3][C:4]1[CH:9]=[CH:8][C:7]([NH:10][C:11]2[C:12]3[CH2:20][CH2:19][NH:18][CH2:17][C:13]=3[N:14]=[CH:15][N:16]=2)=[CH:6][CH:5]=1.Cl[C:23]1[C:28]([Cl:29])=[CH:27][CH:26]=[CH:25][N:24]=1.C(N(CC)C(C)C)(C)C, predict the reaction product.